From a dataset of Peptide-MHC class I binding affinity with 185,985 pairs from IEDB/IMGT. Regression. Given a peptide amino acid sequence and an MHC pseudo amino acid sequence, predict their binding affinity value. This is MHC class I binding data. (1) The peptide sequence is KIRLGFHWK. The MHC is HLA-A31:01 with pseudo-sequence HLA-A31:01. The binding affinity (normalized) is 0.649. (2) The peptide sequence is ITMVNSLTY. The MHC is HLA-A03:01 with pseudo-sequence HLA-A03:01. The binding affinity (normalized) is 0.661. (3) The peptide sequence is YVKYRYLCL. The MHC is Mamu-A2601 with pseudo-sequence Mamu-A2601. The binding affinity (normalized) is 0.259. (4) The peptide sequence is DGFGVHLAF. The MHC is HLA-A02:19 with pseudo-sequence HLA-A02:19. The binding affinity (normalized) is 0.0847.